From a dataset of Forward reaction prediction with 1.9M reactions from USPTO patents (1976-2016). Predict the product of the given reaction. (1) Given the reactants [C:1]([O:5][C:6](=[O:26])[NH:7][CH:8]([C:10]1[CH:15]=[CH:14][C:13]([C:16](=[O:24])[NH:17][C:18]2[CH:23]=[CH:22][N:21]=[CH:20][CH:19]=2)=[CH:12][C:11]=1Br)[CH3:9])([CH3:4])([CH3:3])[CH3:2].[C:27]([CH2:30][C:31]1[CH:32]=[C:33](B(O)O)[CH:34]=[CH:35][CH:36]=1)([OH:29])=[O:28], predict the reaction product. The product is: [C:1]([O:5][C:6]([NH:7][CH:8]([C:10]1[CH:15]=[CH:14][C:13]([C:16](=[O:24])[NH:17][C:18]2[CH:23]=[CH:22][N:21]=[CH:20][CH:19]=2)=[CH:12][C:11]=1[C:35]1[CH:34]=[CH:33][CH:32]=[C:31]([CH2:30][C:27]([OH:29])=[O:28])[CH:36]=1)[CH3:9])=[O:26])([CH3:4])([CH3:3])[CH3:2]. (2) Given the reactants [NH2:1][C:2]1[N:10]=[CH:9][C:8]([Br:11])=[CH:7][C:3]=1[C:4]([NH2:6])=[O:5].[S:12]1[CH:16]=[CH:15][CH:14]=[C:13]1[CH:17]=O.CC1C=CC(S(O)(=O)=O)=CC=1, predict the reaction product. The product is: [Br:11][C:8]1[CH:9]=[N:10][C:2]2[NH:1][CH:17]([C:13]3[S:12][CH:16]=[CH:15][CH:14]=3)[NH:6][C:4](=[O:5])[C:3]=2[CH:7]=1. (3) Given the reactants Cl[C:2]1[CH:7]=[C:6]([C:8]2[CH:13]=[CH:12][C:11]([C:14]([F:17])([F:16])[F:15])=[CH:10][CH:9]=2)[N:5]=[CH:4][N:3]=1.[NH2:18][C:19]1[CH:20]=[C:21]2[C:25](=[CH:26][CH:27]=1)[CH2:24][CH:23]([OH:28])[CH2:22]2, predict the reaction product. The product is: [F:15][C:14]([F:17])([F:16])[C:11]1[CH:12]=[CH:13][C:8]([C:6]2[N:5]=[CH:4][N:3]=[C:2]([NH:18][C:19]3[CH:20]=[C:21]4[C:25](=[CH:26][CH:27]=3)[CH2:24][CH:23]([OH:28])[CH2:22]4)[CH:7]=2)=[CH:9][CH:10]=1. (4) Given the reactants N[C@H](C1C(C2C=CC(Cl)=C3C=2N(C)N=C3NS(C)(=O)=O)=CC=C(C#CC(O)(C)C)N=1)CC1C=C(F)C=C(F)C=1.[F:40][C:41]1[CH:42]=[C:43]([CH2:48][C@H:49]([NH:79]C(=O)OC(C)(C)C)[C:50]2[C:55]([C:56]3[CH:57]=[CH:58][C:59]([O:71][CH3:72])=[C:60]4[C:64]=3[N:63]([CH3:65])[N:62]=[C:61]4[NH:66][S:67]([CH3:70])(=[O:69])=[O:68])=[CH:54][CH:53]=[C:52]([C:73]#[C:74][C:75]([OH:78])([CH3:77])[CH3:76])[N:51]=2)[CH:44]=[C:45]([F:47])[CH:46]=1, predict the reaction product. The product is: [NH2:79][C@H:49]([C:50]1[C:55]([C:56]2[CH:57]=[CH:58][C:59]([O:71][CH3:72])=[C:60]3[C:64]=2[N:63]([CH3:65])[N:62]=[C:61]3[NH:66][S:67]([CH3:70])(=[O:69])=[O:68])=[CH:54][CH:53]=[C:52]([C:73]#[C:74][C:75]([OH:78])([CH3:76])[CH3:77])[N:51]=1)[CH2:48][C:43]1[CH:44]=[C:45]([F:47])[CH:46]=[C:41]([F:40])[CH:42]=1. (5) The product is: [OH:42][C:40]([CH2:39][CH2:38][CH2:43][NH:36][C@H:29]([C:30]1[CH:35]=[CH:34][CH:33]=[CH:32][CH:31]=1)[CH2:28][N:10]1[C:9](=[O:37])[C:8]([C:3]2[CH:4]=[CH:5][CH:6]=[CH:7][C:2]=2[Cl:1])=[C:13]([CH3:14])[N:12]([CH2:15][C:16]2[C:21]([C:22]([F:25])([F:23])[F:24])=[CH:20][CH:19]=[CH:18][C:17]=2[F:26])[C:11]1=[O:27])=[O:41]. Given the reactants [Cl:1][C:2]1[CH:7]=[CH:6][CH:5]=[CH:4][C:3]=1[C:8]1[C:9](=[O:37])[N:10]([CH2:28][C@H:29]([NH2:36])[C:30]2[CH:35]=[CH:34][CH:33]=[CH:32][CH:31]=2)[C:11](=[O:27])[N:12]([CH2:15][C:16]2[C:21]([C:22]([F:25])([F:24])[F:23])=[CH:20][CH:19]=[CH:18][C:17]=2[F:26])[C:13]=1[CH3:14].[CH2:38]([CH:43]=O)[CH2:39][C:40]([OH:42])=[O:41].N1C=CC=CC=1, predict the reaction product. (6) Given the reactants [NH2:1][C:2]1[C:3]2[C:10](Br)=[CH:9][N:8]([CH:12]3[CH2:17][CH2:16][N:15]([C:18]([O:20][C:21]([CH3:24])([CH3:23])[CH3:22])=[O:19])[CH2:14][CH2:13]3)[C:4]=2[N:5]=[CH:6][N:7]=1.[F:25][C:26]1[CH:31]=[CH:30][C:29]([F:32])=[CH:28][C:27]=1[CH2:33][C:34]([N:36]1[C:44]2[C:39](=[CH:40][C:41](B3OC(C)(C)C(C)(C)O3)=[CH:42][CH:43]=2)[CH2:38][CH2:37]1)=[O:35].C([O-])(O)=O.[Na+], predict the reaction product. The product is: [NH2:1][C:2]1[C:3]2[C:10]([C:41]3[CH:40]=[C:39]4[C:44](=[CH:43][CH:42]=3)[N:36]([C:34](=[O:35])[CH2:33][C:27]3[CH:28]=[C:29]([F:32])[CH:30]=[CH:31][C:26]=3[F:25])[CH2:37][CH2:38]4)=[CH:9][N:8]([CH:12]3[CH2:17][CH2:16][N:15]([C:18]([O:20][C:21]([CH3:24])([CH3:23])[CH3:22])=[O:19])[CH2:14][CH2:13]3)[C:4]=2[N:5]=[CH:6][N:7]=1. (7) Given the reactants Cl.[Br:2][C:3]1[CH:4]=[CH:5][C:6]([S:11]([CH2:14][CH3:15])(=[O:13])=[O:12])=[C:7]([CH:10]=1)[CH2:8][NH2:9].[Cl:16][C:17]1[CH:18]=[C:19]([CH:23]=[C:24]([O:26][C:27]([F:30])([F:29])[F:28])[CH:25]=1)[C:20](O)=[O:21], predict the reaction product. The product is: [Br:2][C:3]1[CH:4]=[CH:5][C:6]([S:11]([CH2:14][CH3:15])(=[O:13])=[O:12])=[C:7]([CH:10]=1)[CH2:8][NH:9][C:20](=[O:21])[C:19]1[CH:23]=[C:24]([O:26][C:27]([F:28])([F:29])[F:30])[CH:25]=[C:17]([Cl:16])[CH:18]=1. (8) Given the reactants [Cl:1][C:2]1[C:7](NC)=[CH:6][CH:5]=[CH:4][N:3]=1.C(N(C(C)C)CC)(C)C.C(C1C=C([C:32](=[O:35])CBr)C=CC=1)C1C=CC=CC=1, predict the reaction product. The product is: [Cl:1][C:2]1[C:7]([CH2:32][OH:35])=[CH:6][CH:5]=[CH:4][N:3]=1. (9) Given the reactants [Cl:1][C:2]1[CH:3]=[CH:4][C:5]([NH:8][C:9](=[O:41])[C:10]2[CH:15]=[CH:14][CH:13]=[C:12]([OH:16])[C:11]=2[NH:17][C:18](=[O:40])[C:19]2[CH:24]=[CH:23][C:22]([C:25]3[C:26](=[O:39])[N:27]([CH2:31][CH2:32][N:33]4[CH2:38][CH2:37][NH:36][CH2:35][CH2:34]4)[CH:28]=[CH:29][CH:30]=3)=[CH:21][CH:20]=2)=[N:6][CH:7]=1.[CH3:42][S:43](Cl)(=[O:45])=[O:44], predict the reaction product. The product is: [ClH:1].[Cl:1][C:2]1[CH:3]=[CH:4][C:5]([NH:8][C:9](=[O:41])[C:10]2[CH:15]=[CH:14][CH:13]=[C:12]([OH:16])[C:11]=2[NH:17][C:18](=[O:40])[C:19]2[CH:24]=[CH:23][C:22]([C:25]3[C:26](=[O:39])[N:27]([CH2:31][CH2:32][N:33]4[CH2:34][CH2:35][N:36]([S:43]([CH3:42])(=[O:45])=[O:44])[CH2:37][CH2:38]4)[CH:28]=[CH:29][CH:30]=3)=[CH:21][CH:20]=2)=[N:6][CH:7]=1.